Dataset: Forward reaction prediction with 1.9M reactions from USPTO patents (1976-2016). Task: Predict the product of the given reaction. (1) Given the reactants C([O:3][CH2:4][CH2:5][CH2:6][N:7]1[C:12](=[O:13])[C:11]2[C:14]([CH2:22][C:23]3[CH:28]=[CH:27][C:26]([F:29])=[CH:25][CH:24]=3)=[C:15]([O:18][CH:19]([CH3:21])[CH3:20])[CH:16]=[N:17][C:10]=2[N:9]([CH3:30])[C:8]1=[O:31])=O.O[Li].O, predict the reaction product. The product is: [F:29][C:26]1[CH:25]=[CH:24][C:23]([CH2:22][C:14]2[C:11]3[C:12](=[O:13])[N:7]([CH2:6][CH2:5][CH2:4][OH:3])[C:8](=[O:31])[N:9]([CH3:30])[C:10]=3[N:17]=[CH:16][C:15]=2[O:18][CH:19]([CH3:20])[CH3:21])=[CH:28][CH:27]=1. (2) The product is: [CH2:1]([O:3][C:4]([C@@H:6]1[C@H:8]([C:9]2[CH:14]=[CH:13][CH:12]=[CH:11][CH:10]=2)[C@H:7]1[C:15]1[CH:20]=[CH:19][C:18]2[N:21]=[C:22]([CH:23]([CH3:25])[CH3:24])[O:26][C:17]=2[CH:16]=1)=[O:5])[CH3:2]. Given the reactants [CH2:1]([O:3][C:4]([C@@H:6]1[C@H:8]([C:9]2[CH:14]=[CH:13][CH:12]=[CH:11][CH:10]=2)[C@H:7]1[C:15]1[CH:20]=[CH:19][C:18]([NH:21][C:22](=[O:26])[CH:23]([CH3:25])[CH3:24])=[C:17](Br)[CH:16]=1)=[O:5])[CH3:2].C([O-])([O-])=O.[K+].[K+].N1C=CC=CC=1, predict the reaction product.